The task is: Predict which catalyst facilitates the given reaction.. This data is from Catalyst prediction with 721,799 reactions and 888 catalyst types from USPTO. (1) Reactant: [NH2:1][C:2]1[N:3]=[N:4][C:5]([Cl:8])=[CH:6][CH:7]=1.Br[CH2:10][CH:11]=O. Product: [Cl:8][C:5]1[CH:6]=[CH:7][C:2]2[N:3]([CH:10]=[CH:11][N:1]=2)[N:4]=1. The catalyst class is: 51. (2) Product: [Br:49][C:50]1[CH:55]=[CH:54][C:53]([CH2:56][NH:57][C:7]([C:4]2[CH:3]=[CH:2][C:1]([C:10]3[CH:15]=[CH:14][CH:13]=[CH:12][CH:11]=3)=[CH:6][CH:5]=2)=[O:9])=[CH:52][CH:51]=1. Reactant: [C:1]1([C:10]2[CH:15]=[CH:14][CH:13]=[CH:12][CH:11]=2)[CH:6]=[CH:5][C:4]([C:7]([OH:9])=O)=[CH:3][CH:2]=1.F[P-](F)(F)(F)(F)F.N1(OC(N(C)C)=[N+](C)C)C2N=CC=CC=2N=N1.CCN(C(C)C)C(C)C.[Br:49][C:50]1[CH:55]=[CH:54][C:53]([CH2:56][NH2:57])=[CH:52][CH:51]=1. The catalyst class is: 39. (3) Reactant: Br[C:2]1[CH:3]=[C:4]([CH:7]=[C:8]([Cl:10])[CH:9]=1)[CH:5]=[O:6].CC1(C)C(C)(C)OB([C:19]2[CH:20]=[CH:21][C:22]([C:25]([NH:27][CH2:28][CH2:29][C:30]([O:32][CH2:33][CH3:34])=[O:31])=[O:26])=[N:23][CH:24]=2)O1.C([O-])([O-])=O.[K+].[K+].O. Product: [Cl:10][C:8]1[CH:9]=[C:2]([C:19]2[CH:20]=[CH:21][C:22]([C:25]([NH:27][CH2:28][CH2:29][C:30]([O:32][CH2:33][CH3:34])=[O:31])=[O:26])=[N:23][CH:24]=2)[CH:3]=[C:4]([CH:5]=[O:6])[CH:7]=1. The catalyst class is: 800. (4) The catalyst class is: 6. Reactant: [C:1]([C:5]1[CH:11]=[CH:10][C:8]([NH2:9])=[C:7]([N+:12]([O-])=O)[CH:6]=1)([CH3:4])([CH3:3])[CH3:2].[N:15]#[C:16][NH2:17].[CH]Cl.[OH-:20].[Na+]. Product: [C:1]([C:5]1[CH:11]=[CH:10][C:8]2[N+:9]([O-:20])=[N:15][C:16]([NH2:17])=[N:12][C:7]=2[CH:6]=1)([CH3:4])([CH3:3])[CH3:2]. (5) Reactant: [Br:1][C:2]1[C:3]([F:10])=[C:4]([NH2:9])[C:5]([NH2:8])=[CH:6][CH:7]=1.[C:11](OC(=O)C)(=O)[CH3:12].Cl[C:19]([O:21][CH2:22][CH:23]([CH3:25])[CH3:24])=[O:20]. Product: [Br:1][C:2]1[CH:7]=[CH:6][C:5]2[N:8]([C:19]([O:21][CH2:22][CH:23]([CH3:25])[CH3:24])=[O:20])[C:11]([CH3:12])=[N:9][C:4]=2[C:3]=1[F:10]. The catalyst class is: 7. (6) Reactant: [F:1][C:2]([F:7])([F:6])[C:3]([O-:5])=[O:4].[CH3:8][CH:9]([NH+:18]1[CH2:23][CH2:22][CH2:21][CH2:20][C@@H:19]1[C:24]([NH:26][C@H:27]([C:29]1[CH:38]=[CH:37][C:32]([C:33]([O:35]C)=[O:34])=[CH:31][CH:30]=1)[CH3:28])=[O:25])[CH2:10][O:11][C:12]1[CH:17]=[CH:16][CH:15]=[CH:14][CH:13]=1.CO.[OH-].[Na+]. Product: [F:1][C:2]([F:7])([F:6])[C:3]([O-:5])=[O:4].[CH3:8][CH:9]([NH+:18]1[CH2:23][CH2:22][CH2:21][CH2:20][C@@H:19]1[C:24]([NH:26][C@H:27]([C:29]1[CH:30]=[CH:31][C:32]([C:33]([OH:35])=[O:34])=[CH:37][CH:38]=1)[CH3:28])=[O:25])[CH2:10][O:11][C:12]1[CH:13]=[CH:14][CH:15]=[CH:16][CH:17]=1. The catalyst class is: 1. (7) Reactant: [F:1][C:2]1[CH:17]=[C:16]([CH:18]=O)[CH:15]=[CH:14][C:3]=1[O:4][C:5]1[N:6]=[CH:7][C:8]([C:11]([NH2:13])=[O:12])=[N:9][CH:10]=1.[Cl:20][C:21]1[CH:22]=[C:23]([CH:27]=[CH:28][C:29]=1[Cl:30])[CH2:24][CH2:25][NH2:26].[BH4-].[Na+]. Product: [Cl:20][C:21]1[CH:22]=[C:23]([CH2:24][CH2:25][NH:26][CH2:18][C:16]2[CH:15]=[CH:14][C:3]([O:4][C:5]3[N:6]=[CH:7][C:8]([C:11]([NH2:13])=[O:12])=[N:9][CH:10]=3)=[C:2]([F:1])[CH:17]=2)[CH:27]=[CH:28][C:29]=1[Cl:30]. The catalyst class is: 5. (8) Reactant: [N:1]1([C:5](=O)[CH2:6][O:7][C:8]2[CH:13]=[CH:12][C:11]([N+:14]([O-:16])=[O:15])=[CH:10][C:9]=2[O:17][CH3:18])[CH2:4][CH2:3][CH2:2]1.B. Product: [CH3:18][O:17][C:9]1[CH:10]=[C:11]([N+:14]([O-:16])=[O:15])[CH:12]=[CH:13][C:8]=1[O:7][CH2:6][CH2:5][N:1]1[CH2:4][CH2:3][CH2:2]1. The catalyst class is: 1.